From a dataset of Forward reaction prediction with 1.9M reactions from USPTO patents (1976-2016). Predict the product of the given reaction. (1) Given the reactants [CH2:1]([C:3]1[CH:8]=[C:7]([C:9]2[N:13]=[C:12]([C:14]3[CH:19]=[C:18]([CH3:20])[CH:17]=[C:16]([CH2:21][N:22]([CH2:24][CH3:25])[CH3:23])[CH:15]=3)[O:11][N:10]=2)[CH:6]=[C:5]([CH3:26])[C:4]=1[OH:27])[CH3:2].C1C=CC(P(C2C=CC=CC=2)C2C=CC=CC=2)=CC=1.CC1(C)[O:52][C@H:51]([CH2:53]O)[CH2:50][O:49]1.CCOC(/N=N/C(OCC)=O)=O, predict the reaction product. The product is: [CH2:1]([C:3]1[CH:8]=[C:7]([C:9]2[N:13]=[C:12]([C:14]3[CH:19]=[C:18]([CH3:20])[CH:17]=[C:16]([CH2:21][N:22]([CH2:24][CH3:25])[CH3:23])[CH:15]=3)[O:11][N:10]=2)[CH:6]=[C:5]([CH3:26])[C:4]=1[O:27][CH2:53][C@@H:51]([OH:52])[CH2:50][OH:49])[CH3:2]. (2) Given the reactants C(OC([N:8]1[CH2:13][CH2:12][O:11][CH2:10][C@@H:9]1[C:14]([OH:16])=[O:15])=O)(C)(C)C.S(Cl)(Cl)=O.[CH3:21]O, predict the reaction product. The product is: [NH:8]1[CH2:13][CH2:12][O:11][CH2:10][C@@H:9]1[C:14]([O:16][CH3:21])=[O:15]. (3) The product is: [CH:15]1([CH2:14][CH:13]([C:20]2[CH:25]=[CH:24][C:23]([S:26]([CH3:29])(=[O:28])=[O:27])=[CH:22][CH:21]=2)[C:12]([NH:11][C:9]2[S:10][C:6]([C:4]([OH:5])=[O:3])=[CH:7][N:8]=2)=[O:30])[CH2:19][CH2:18][CH2:17][CH2:16]1. Given the reactants C([O:3][C:4]([C:6]1[S:10][C:9]([NH:11][C:12](=[O:30])[CH:13]([C:20]2[CH:25]=[CH:24][C:23]([S:26]([CH3:29])(=[O:28])=[O:27])=[CH:22][CH:21]=2)[CH2:14][CH:15]2[CH2:19][CH2:18][CH2:17][CH2:16]2)=[N:8][CH:7]=1)=[O:5])C.[OH-].[Li+], predict the reaction product. (4) Given the reactants [Br:1][C:2]1[CH:11]=[CH:10][C:9]2[N:8]=[CH:7][C:6]3[NH:12][C:13](=[O:21])[N:14]([CH:15]4[CH2:20][CH2:19][O:18][CH2:17][CH2:16]4)[C:5]=3[C:4]=2[CH:3]=1.[OH-].[Na+].[CH3:24]I, predict the reaction product. The product is: [Br:1][C:2]1[CH:11]=[CH:10][C:9]2[N:8]=[CH:7][C:6]3[N:12]([CH3:24])[C:13](=[O:21])[N:14]([CH:15]4[CH2:16][CH2:17][O:18][CH2:19][CH2:20]4)[C:5]=3[C:4]=2[CH:3]=1. (5) Given the reactants FC(F)(F)S(O[C:7]1[CH:16]=[CH:15][C:14]2[C:9](=[C:10]([Cl:17])[CH:11]=[CH:12][N:13]=2)[N:8]=1)(=O)=O.CC1(C)C(C)(C)OB([C:28]2[CH:29]=[C:30]([NH:34][S:35]([C:38]3[CH:43]=[CH:42][CH:41]=[CH:40][CH:39]=3)(=[O:37])=[O:36])[CH:31]=[N:32][CH:33]=2)O1, predict the reaction product. The product is: [Cl:17][C:10]1[CH:11]=[CH:12][N:13]=[C:14]2[C:9]=1[N:8]=[C:7]([C:28]1[CH:29]=[C:30]([NH:34][S:35]([C:38]3[CH:39]=[CH:40][CH:41]=[CH:42][CH:43]=3)(=[O:36])=[O:37])[CH:31]=[N:32][CH:33]=1)[CH:16]=[CH:15]2. (6) Given the reactants [NH2:1][C@H:2]1[CH2:6][CH2:5][N:4]([C:7]([O:9][CH2:10][C:11]2[CH:16]=[CH:15][CH:14]=[CH:13][CH:12]=2)=[O:8])[CH2:3]1.C([O:21][C:22]([C:24]1[CH:29]=[CH:28][CH:27]=[CH:26][C:25]=1[C:30]1[CH:35]=[CH:34][C:33]([CH2:36][N:37]2[C:45]3[C:40](=[CH:41][C:42]([C:46](O)=[O:47])=[CH:43][CH:44]=3)[C:39]([CH3:49])=[C:38]2[CH3:50])=[CH:32][CH:31]=1)=[O:23])(C)(C)C, predict the reaction product. The product is: [CH2:10]([O:9][C:7]([N:4]1[CH2:5][CH2:6][C@H:2]([NH:1][C:46]([C:42]2[CH:41]=[C:40]3[C:45](=[CH:44][CH:43]=2)[N:37]([CH2:36][C:33]2[CH:32]=[CH:31][C:30]([C:25]4[C:24]([C:22]([OH:23])=[O:21])=[CH:29][CH:28]=[CH:27][CH:26]=4)=[CH:35][CH:34]=2)[C:38]([CH3:50])=[C:39]3[CH3:49])=[O:47])[CH2:3]1)=[O:8])[C:11]1[CH:16]=[CH:15][CH:14]=[CH:13][CH:12]=1. (7) Given the reactants [F:1][C:2]([F:28])([F:27])[C:3]1[CH:4]=[C:5]([NH:13][C:14](=[O:26])[C:15]2[CH:20]=[C:19](I)[CH:18]=[CH:17][C:16]=2[O:22]COC)[CH:6]=[C:7]([C:9]([F:12])([F:11])[F:10])[CH:8]=1.C([Sn](CCCC)(CCCC)[C:34]1[CH:39]=[CH:38][CH:37]=[CH:36][N:35]=1)CCC.O, predict the reaction product. The product is: [F:1][C:2]([F:28])([F:27])[C:3]1[CH:4]=[C:5]([NH:13][C:14](=[O:26])[C:15]2[CH:20]=[C:19]([C:34]3[CH:39]=[CH:38][CH:37]=[CH:36][N:35]=3)[CH:18]=[CH:17][C:16]=2[OH:22])[CH:6]=[C:7]([C:9]([F:11])([F:10])[F:12])[CH:8]=1. (8) Given the reactants [CH3:1][S:2]([C:5]1[CH:17]=[CH:16][CH:15]=[CH:14][C:6]=1[O:7][CH2:8][C:9]([O:11]CC)=O)(=[O:4])=[O:3].[NH2:18][CH2:19][CH:20]([OH:31])[CH2:21][N:22]1[CH2:30][C:29]2[C:24](=[CH:25][CH:26]=[CH:27][CH:28]=2)[CH2:23]1, predict the reaction product. The product is: [OH:31][CH:20]([CH2:21][N:22]1[CH2:23][C:24]2[C:29](=[CH:28][CH:27]=[CH:26][CH:25]=2)[CH2:30]1)[CH2:19][NH:18][C:9](=[O:11])[CH2:8][O:7][C:6]1[CH:14]=[CH:15][CH:16]=[CH:17][C:5]=1[S:2]([CH3:1])(=[O:3])=[O:4]. (9) Given the reactants [CH2:1]([O:8][C:9]([NH:11][CH2:12][C:13]1([C:28]([OH:30])=O)[CH2:18][CH2:17][CH2:16][N:15]([C:19]([O:21][CH2:22][CH2:23][Si:24]([CH3:27])([CH3:26])[CH3:25])=[O:20])[CH2:14]1)=[O:10])[C:2]1[CH:7]=[CH:6][CH:5]=[CH:4][CH:3]=1.ClCCCl.CCN(C(C)C)C(C)C.[C:44]1([NH2:50])[CH:49]=[CH:48][CH:47]=[CH:46][CH:45]=1, predict the reaction product. The product is: [CH2:1]([O:8][C:9]([NH:11][CH2:12][C:13]1([C:28](=[O:30])[NH:50][C:44]2[CH:49]=[CH:48][CH:47]=[CH:46][CH:45]=2)[CH2:18][CH2:17][CH2:16][N:15]([C:19]([O:21][CH2:22][CH2:23][Si:24]([CH3:26])([CH3:27])[CH3:25])=[O:20])[CH2:14]1)=[O:10])[C:2]1[CH:7]=[CH:6][CH:5]=[CH:4][CH:3]=1. (10) Given the reactants Cl.[C:2]1([CH:8]([CH3:11])[CH2:9][NH2:10])[CH:7]=[CH:6][CH:5]=[CH:4][CH:3]=1.CCN(CC)CC.[CH3:19][CH:20]([S:22](Cl)(=[O:24])=[O:23])[CH3:21], predict the reaction product. The product is: [C:2]1([CH:8]([CH3:11])[CH2:9][NH:10][S:22]([CH:20]([CH3:21])[CH3:19])(=[O:24])=[O:23])[CH:7]=[CH:6][CH:5]=[CH:4][CH:3]=1.